Task: Predict the product of the given reaction.. Dataset: Forward reaction prediction with 1.9M reactions from USPTO patents (1976-2016) Given the reactants [Cl:1][C:2]1[CH:7]=[C:6]([F:8])[CH:5]=[CH:4][C:3]=1[N:9]([S:13]([CH2:16][Cl:17])(=[O:15])=[O:14])[C:10](=[O:12])[CH3:11].[N+:18]([O-])([OH:20])=[O:19], predict the reaction product. The product is: [Cl:1][C:2]1[CH:7]=[C:6]([F:8])[C:5]([N+:18]([O-:20])=[O:19])=[CH:4][C:3]=1[N:9]([S:13]([CH2:16][Cl:17])(=[O:14])=[O:15])[C:10](=[O:12])[CH3:11].